From a dataset of Catalyst prediction with 721,799 reactions and 888 catalyst types from USPTO. Predict which catalyst facilitates the given reaction. (1) Reactant: [F:1][C:2]([F:29])([F:28])[O:3][C:4]1[CH:9]=[CH:8][C:7]([O:10][C:11](=[O:27])[N:12]([CH2:25][CH3:26])[CH:13]2[CH2:22][CH2:21][C:20]3[C:15](=[CH:16][CH:17]=[C:18]([O:23]C)[CH:19]=3)[CH2:14]2)=[CH:6][CH:5]=1.B(Br)(Br)Br.C(Cl)Cl. Product: [F:1][C:2]([F:28])([F:29])[O:3][C:4]1[CH:5]=[CH:6][C:7]([O:10][C:11](=[O:27])[N:12]([CH2:25][CH3:26])[CH:13]2[CH2:22][CH2:21][C:20]3[C:15](=[CH:16][CH:17]=[C:18]([OH:23])[CH:19]=3)[CH2:14]2)=[CH:8][CH:9]=1. The catalyst class is: 2. (2) Product: [C:1]([C:3]1[CH:4]=[C:5]([C:22]2[CH:27]=[CH:26][C:25]([C:28]([OH:30])=[O:29])=[CH:24][CH:23]=2)[CH:6]=[CH:7][C:8]=1[O:9][CH2:10][CH:11]1[CH2:16][CH2:15][N:14]([CH2:17][C:18]([F:21])([CH3:20])[CH3:19])[CH2:13][CH2:12]1)#[N:2]. Reactant: [C:1]([C:3]1[CH:4]=[C:5]([C:22]2[CH:27]=[CH:26][C:25]([C:28]([O:30]C)=[O:29])=[CH:24][CH:23]=2)[CH:6]=[CH:7][C:8]=1[O:9][CH2:10][CH:11]1[CH2:16][CH2:15][N:14]([CH2:17][C:18]([F:21])([CH3:20])[CH3:19])[CH2:13][CH2:12]1)#[N:2].O[Li].O. The catalyst class is: 6. (3) Reactant: [F:1][C:2]1[CH:14]=[CH:13][C:5]([CH2:6][CH:7]2[CH2:12][CH2:11][NH:10][CH2:9][CH2:8]2)=[CH:4][CH:3]=1.Cl[CH2:16][C:17]([NH:19][C:20]1[CH:25]=[CH:24][C:23]([Cl:26])=[C:22]([Cl:27])[CH:21]=1)=[O:18].C(=O)([O-])[O-].[K+].[K+]. Product: [F:1][C:2]1[CH:3]=[CH:4][C:5]([CH2:6][CH:7]2[CH2:8][CH2:9][N:10]([CH2:16][C:17]([NH:19][C:20]3[CH:25]=[CH:24][C:23]([Cl:26])=[C:22]([Cl:27])[CH:21]=3)=[O:18])[CH2:11][CH2:12]2)=[CH:13][CH:14]=1. The catalyst class is: 3. (4) Reactant: [C:1](O)(=[O:3])[CH3:2].[F-].C([N+](CCCC)(CCCC)CCCC)CCC.[C:23]([O:27][C:28]([CH:30]1[CH:34]([F:35])[C:33](=[O:36])[N:32]([C@@H:37]([C:39]2[CH:44]=[CH:43][CH:42]=[CH:41][CH:40]=2)[CH3:38])[CH:31]1CCO[Si](C(C)(C)C)(C)C)=[O:29])([CH3:26])([CH3:25])[CH3:24].C(OCC)(=O)C. Product: [C:23]([O:27][C:28]([C@@:30]1([CH2:2][CH2:1][OH:3])[CH:34]([F:35])[C:33](=[O:36])[N:32]([C@@H:37]([C:39]2[CH:40]=[CH:41][CH:42]=[CH:43][CH:44]=2)[CH3:38])[CH2:31]1)=[O:29])([CH3:26])([CH3:24])[CH3:25]. The catalyst class is: 7. (5) Reactant: Br[C:2]1[CH:7]=[C:6]([O:8][CH3:9])[CH:5]=[C:4]([Cl:10])[C:3]=1[Cl:11].[B:12]1([B:12]2[O:16][C:15]([CH3:18])([CH3:17])[C:14]([CH3:20])([CH3:19])[O:13]2)[O:16][C:15]([CH3:18])([CH3:17])[C:14]([CH3:20])([CH3:19])[O:13]1.C([O-])(=O)C.[K+]. Product: [Cl:11][C:3]1[C:4]([Cl:10])=[CH:5][C:6]([O:8][CH3:9])=[CH:7][C:2]=1[B:12]1[O:16][C:15]([CH3:18])([CH3:17])[C:14]([CH3:20])([CH3:19])[O:13]1. The catalyst class is: 16. (6) Reactant: BrC1C=C2C(=CC=1)[C:8](=[O:12])[NH:7][N:6]=C2Cl.[ClH:14].O1[C:19]2[CH:20]=[CH:21][C:22]([NH:24]C)=[CH:23][C:18]=2[CH2:17]C1.C1C=CC(P(C2[C:48]([C:49]3[C:58](P(C4C=CC=CC=4)C4C=CC=CC=4)=[CH:57][CH:56]=[C:55]4[C:50]=3C=C[CH:53]=[CH:54]4)=C3C(C=CC=C3)=CC=2)C2C=CC=CC=2)=CC=1.CC([O-:76])(C)C.[Na+]. Product: [Cl:14][C:17]1[C:18]2[C:19](=[CH:20][CH:21]=[C:22]([NH:24][CH2:48][C:49]3[CH:58]=[CH:57][C:56]4[O:76][CH2:53][CH2:54][C:55]=4[CH:50]=3)[CH:23]=2)[C:8](=[O:12])[NH:7][N:6]=1. The catalyst class is: 686.